Dataset: Reaction yield outcomes from USPTO patents with 853,638 reactions. Task: Predict the reaction yield, written as a fraction of the theoretical maximum amount of product (1.0 means a 100% yield; for example, 0.34 means a 34% yield). (1) The reactants are [Br:1][C:2]1[N:3]([CH2:21][C:22]([O:24]C(C)(C)C)=[O:23])[C:4]2[C:9]([C:10]=1[CH:11]1[CH2:16][CH2:15][CH2:14][CH2:13][CH2:12]1)=[CH:8][CH:7]=[C:6]([C:17]([O:19][CH3:20])=[O:18])[CH:5]=2.C(Cl)Cl.C(O)(C(F)(F)F)=O. No catalyst specified. The product is [Br:1][C:2]1[N:3]([CH2:21][C:22]([OH:24])=[O:23])[C:4]2[C:9]([C:10]=1[CH:11]1[CH2:12][CH2:13][CH2:14][CH2:15][CH2:16]1)=[CH:8][CH:7]=[C:6]([C:17]([O:19][CH3:20])=[O:18])[CH:5]=2. The yield is 0.950. (2) The reactants are [CH:1]1([S:4]([C:7]2[CH:12]=[CH:11][C:10]([CH:13](N3C=CC=C3C3C=C(C(O)=O)C=NC=3)[CH2:14][CH:15]3[CH2:20][CH2:19][O:18][CH2:17][CH2:16]3)=[CH:9][CH:8]=2)(=[O:6])=[O:5])[CH2:3][CH2:2]1.[CH2:35]([O:37][CH2:38][CH2:39]N)C.Cl.CN(C)[CH2:44][CH2:45][CH2:46]N=C=NCC.O[N:54]1[C:58]2[CH:59]=[CH:60][CH:61]=[CH:62][C:57]=2[N:56]=N1.[CH3:63][N:64](C)[CH:65]=[O:66]. The catalyst is O.C(N(CC)CC)C. The product is [CH:1]1([S:4]([C:7]2[CH:12]=[CH:11][C:10]([CH:13]([C:44]3[NH:54][C:58]([C:57]4[N:56]=[CH:59][C:60]([C:65]([NH:64][CH2:63][CH2:35][O:37][CH2:38][CH3:39])=[O:66])=[CH:61][CH:62]=4)=[CH:46][CH:45]=3)[CH2:14][CH:15]3[CH2:16][CH2:17][O:18][CH2:19][CH2:20]3)=[CH:9][CH:8]=2)(=[O:6])=[O:5])[CH2:3][CH2:2]1. The yield is 0.150. (3) The reactants are [O:1]([C:9]1[CH:14]=[CH:13][C:12]([OH:15])=[CH:11][CH:10]=1)[C:2]1[CH:7]=[CH:6][C:5]([OH:8])=[CH:4][CH:3]=1.I[CH:17]([CH3:19])[CH3:18].[OH-].[K+]. The catalyst is C(O)C.O. The product is [CH:17]([O:8][C:5]1[CH:6]=[CH:7][C:2]([O:1][C:9]2[CH:14]=[CH:13][C:12]([OH:15])=[CH:11][CH:10]=2)=[CH:3][CH:4]=1)([CH3:19])[CH3:18]. The yield is 0.440. (4) The yield is 0.880. The reactants are [C:1]([Mg]Br)#[C:2][CH3:3].C1COCC1.[N:11]12[CH2:18][CH2:17][CH:14]([CH2:15][CH2:16]1)[CH:13]([NH:19][C:20]([C:22]1[CH:23]=[CH:24][CH:25]=[C:26]3[O:30][C:29]([C:31]4[CH:36]=[CH:35][C:34](I)=[CH:33][CH:32]=4)=[N:28][C:27]=13)=[O:21])[CH2:12]2. The catalyst is CN(C=O)C.[Cl-].[Zn+2].[Cl-].Cl[Pd](Cl)([P](C1C=CC=CC=1)(C1C=CC=CC=1)C1C=CC=CC=1)[P](C1C=CC=CC=1)(C1C=CC=CC=1)C1C=CC=CC=1. The product is [N:11]12[CH2:18][CH2:17][CH:14]([CH2:15][CH2:16]1)[CH:13]([NH:19][C:20]([C:22]1[CH:23]=[CH:24][CH:25]=[C:26]3[O:30][C:29]([C:31]4[CH:36]=[CH:35][C:34]([C:1]#[C:2][CH3:3])=[CH:33][CH:32]=4)=[N:28][C:27]=13)=[O:21])[CH2:12]2. (5) The reactants are CC1C=CC(S(OCC2CC3C=CC(OC)=CC=3O2)(=O)=O)=CC=1.[N-]=[N+]=[N-].[Na+].N(CC1CC2C=C(Cl)C=C(C3C=CSC=3)C=2O1)=[N+]=[N-].[N:47]([CH2:50][CH:51]1[CH2:55][C:54]2[CH:56]=[CH:57][C:58]([O:60][CH3:61])=[CH:59][C:53]=2[O:52]1)=[N+]=[N-].[N-]=[N+]=[N-]. The catalyst is [Pd]. The product is [CH3:61][O:60][C:58]1[CH:57]=[CH:56][C:54]2[CH2:55][CH:51]([CH2:50][NH2:47])[O:52][C:53]=2[CH:59]=1. The yield is 0.690. (6) The reactants are [CH3:1][C:2]1[CH:25]=[CH:24][C:5]([CH2:6][NH:7][C:8](=[O:23])[N:9]([CH2:17][C:18](OCC)=[O:19])[C:10]2[CH:15]=[CH:14][C:13]([CH3:16])=[CH:12][CH:11]=2)=[CH:4][CH:3]=1.[H-].[Na+]. The catalyst is C1COCC1. The product is [CH3:1][C:2]1[CH:25]=[CH:24][C:5]([CH2:6][N:7]2[C:18](=[O:19])[CH2:17][N:9]([C:10]3[CH:15]=[CH:14][C:13]([CH3:16])=[CH:12][CH:11]=3)[C:8]2=[O:23])=[CH:4][CH:3]=1. The yield is 0.930.